This data is from Full USPTO retrosynthesis dataset with 1.9M reactions from patents (1976-2016). The task is: Predict the reactants needed to synthesize the given product. (1) Given the product [CH3:24][N:21]1[C:20]2[CH:25]=[CH:26][CH:27]=[CH:28][C:19]=2[C:18]([C:29]2[CH:30]=[CH:31][CH:32]=[CH:33][CH:34]=2)=[N:17][CH:16]([NH:15][C:13](=[O:14])[CH:12]([NH:11][S:8]([C:3]2[CH:4]=[CH:5][CH:6]=[CH:7][C:2]=2[C:38]([F:50])([F:49])[F:37])(=[O:10])=[O:9])[CH3:36])[C:22]1=[O:23], predict the reactants needed to synthesize it. The reactants are: F[C:2]1[CH:7]=[CH:6][CH:5]=[CH:4][C:3]=1[S:8]([NH:11][CH:12]([CH3:36])[C:13]([NH:15][CH:16]1[C:22](=[O:23])[N:21]([CH3:24])[C:20]2[CH:25]=[CH:26][CH:27]=[CH:28][C:19]=2[C:18]([C:29]2[CH:34]=[CH:33][C:32](F)=[CH:31][CH:30]=2)=[N:17]1)=[O:14])(=[O:10])=[O:9].[F:37][C:38]([F:50])([F:49])C1C=CC=CC=1S(Cl)(=O)=O. (2) Given the product [Cl:15][C:16]1[CH:21]=[CH:20][C:19]([F:22])=[CH:18][C:17]=1[C:23]1[CH2:27][N:26]([C:8](=[O:13])[C:9]([CH3:12])([CH3:11])[CH3:10])[CH:25]([C:28]2[CH:33]=[CH:32][CH:31]=[CH:30][CH:29]=2)[CH:24]=1, predict the reactants needed to synthesize it. The reactants are: C(N(CC)CC)C.[C:8](Cl)(=[O:13])[C:9]([CH3:12])([CH3:11])[CH3:10].[Cl:15][C:16]1[CH:21]=[CH:20][C:19]([F:22])=[CH:18][C:17]=1[C:23]1[CH2:27][NH:26][CH:25]([C:28]2[CH:33]=[CH:32][CH:31]=[CH:30][CH:29]=2)[CH:24]=1. (3) Given the product [N:20]1[CH:21]=[CH:22][CH:23]=[CH:24][C:19]=1[C:17]1[O:18][C:12]2[CH2:11][N:10]([C:8]3[CH:7]=[C:4]([CH:3]=[CH:2][N:30]=3)[C:5]#[N:6])[CH2:15][CH2:14][C:13]=2[N:16]=1, predict the reactants needed to synthesize it. The reactants are: F[C:2]1[CH:3]=[C:4]([CH:7]=[C:8]([N:10]2[CH2:15][CH2:14][C:13]3[N:16]=[C:17]([C:19]4[CH:24]=[CH:23][CH:22]=[CH:21][N:20]=4)[O:18][C:12]=3[CH2:11]2)C=1)[C:5]#[N:6].BrC1C=C(C=CN=1)C#[N:30]. (4) Given the product [C:25]([OH:31])([C:27]([F:30])([F:29])[F:28])=[O:26].[C:79](=[O:80])([O-:81])[NH2:78], predict the reactants needed to synthesize it. The reactants are: CN(C(ON1N=NC2C=CC=NC1=2)=[N+](C)C)C.F[P-](F)(F)(F)(F)F.[C:25]([OH:31])([C:27]([F:30])([F:29])[F:28])=[O:26].N1CCC[C@H]1C1NC2C=C(C3C=CC4C(=CC=C(C5C=CC6N=C([C@@H]7CCCN7)NC=6C=5)C=4)C=3)C=CC=2N=1.COCC[C@H]([NH:78][C:79]([O:81]C)=[O:80])C(O)=O.CCN(C(C)C)C(C)C. (5) Given the product [Cl:1][C:2]1[CH:7]=[CH:6][C:5]([C:8](=[O:18])[NH:9][CH2:10][C:11]2[CH:16]=[CH:15][CH:14]=[C:13]([Cl:17])[CH:12]=2)=[CH:4][C:3]=1[NH:19][C:20]([C:22]1[C:35](=[O:36])[NH:34][C:25]2[N:26]=[C:27]([N:41]3[CH2:42][CH2:43][N:38]([CH3:37])[CH2:39][CH2:40]3)[N:28]=[CH:29][C:24]=2[CH:23]=1)=[O:21], predict the reactants needed to synthesize it. The reactants are: [Cl:1][C:2]1[CH:7]=[CH:6][C:5]([C:8](=[O:18])[NH:9][CH2:10][C:11]2[CH:16]=[CH:15][CH:14]=[C:13]([Cl:17])[CH:12]=2)=[CH:4][C:3]=1[NH:19][C:20]([C:22]1[C:35](=[O:36])[NH:34][C:25]2[N:26]=[C:27](S(C)(=O)=O)[N:28]=[CH:29][C:24]=2[CH:23]=1)=[O:21].[CH3:37][N:38]1[CH2:43][CH2:42][NH:41][CH2:40][CH2:39]1.CN(C=O)C.